This data is from Catalyst prediction with 721,799 reactions and 888 catalyst types from USPTO. The task is: Predict which catalyst facilitates the given reaction. (1) Reactant: O.Br[C:3]1[C:12]([O:13][CH2:14][CH3:15])=[CH:11][C:6]([C:7]([O:9][CH3:10])=[O:8])=[CH:5][C:4]=1[O:16][CH2:17][CH3:18].[C:19]([O:23][C:24]([C:26]1[CH:27]=[C:28](B(O)O)[CH:29]=[N:30][CH:31]=1)=[O:25])([CH3:22])([CH3:21])[CH3:20].[O-]P([O-])([O-])=O.[K+].[K+].[K+]. Product: [CH2:17]([O:16][C:4]1[CH:5]=[C:6]([C:7]([O:9][CH3:10])=[O:8])[CH:11]=[C:12]([O:13][CH2:14][CH3:15])[C:3]=1[C:28]1[CH:29]=[N:30][CH:31]=[C:26]([CH:27]=1)[C:24]([O:23][C:19]([CH3:21])([CH3:20])[CH3:22])=[O:25])[CH3:18]. The catalyst class is: 438. (2) Reactant: C(OC([N:8]1[CH2:13][CH2:12][N:11]([CH2:14][CH2:15][NH:16][C:17](=[O:49])[CH2:18][C:19]2[C:23]([CH3:24])=[C:22](/[CH:25]=[C:26]3\[C:27](=[O:47])[NH:28][C:29]4[C:34]\3=[CH:33][C:32]([S:35]([CH2:38][C:39]3[C:44]([Cl:45])=[CH:43][CH:42]=[CH:41][C:40]=3[Cl:46])(=[O:37])=[O:36])=[CH:31][CH:30]=4)[NH:21][C:20]=2[CH3:48])[CH2:10][CH2:9]1)=O)(C)(C)C.C(O)(C(F)(F)F)=O. Product: [Cl:45][C:44]1[CH:43]=[CH:42][CH:41]=[C:40]([Cl:46])[C:39]=1[CH2:38][S:35]([C:32]1[CH:33]=[C:34]2[C:29](=[CH:30][CH:31]=1)[NH:28][C:27](=[O:47])/[C:26]/2=[CH:25]\[C:22]1[NH:21][C:20]([CH3:48])=[C:19]([CH2:18][C:17]([NH:16][CH2:15][CH2:14][N:11]2[CH2:10][CH2:9][NH:8][CH2:13][CH2:12]2)=[O:49])[C:23]=1[CH3:24])(=[O:37])=[O:36]. The catalyst class is: 2. (3) Reactant: [C:1]([O:5][C:6](=[O:17])[C@H:7]([CH2:9][C:10]([O:12][C:13]([CH3:16])([CH3:15])[CH3:14])=[O:11])[NH2:8])([CH3:4])([CH3:3])[CH3:2].[C:18](N1C=CN=C1)([N:20]1[CH:24]=[CH:23][N:22]=[CH:21]1)=[O:19]. Product: [C:1]([O:5][C:6](=[O:17])[C@H:7]([CH2:9][C:10]([O:12][C:13]([CH3:16])([CH3:15])[CH3:14])=[O:11])[NH:8][C:18]([N:20]1[CH:24]=[CH:23][N:22]=[CH:21]1)=[O:19])([CH3:3])([CH3:4])[CH3:2]. The catalyst class is: 9. (4) Reactant: Br[C:2]1[N:6]2[N:7]=[C:8]([Cl:11])[CH:9]=[CH:10][C:5]2=[N:4][CH:3]=1.C([Mg]Br)C.[F:16][C:17]1[CH:26]=[C:25]2[C:20]([CH:21]=[CH:22][CH:23]=[N:24]2)=[CH:19][C:18]=1[CH:27]=[O:28]. Product: [Cl:11][C:8]1[CH:9]=[CH:10][C:5]2[N:6]([C:2]([CH:27]([C:18]3[CH:19]=[C:20]4[C:25](=[CH:26][C:17]=3[F:16])[N:24]=[CH:23][CH:22]=[CH:21]4)[OH:28])=[CH:3][N:4]=2)[N:7]=1. The catalyst class is: 1.